Dataset: Forward reaction prediction with 1.9M reactions from USPTO patents (1976-2016). Task: Predict the product of the given reaction. Given the reactants [C:1]([O:5][C:6](=[O:18])[NH:7][CH2:8][C:9]([C:11]1[CH:16]=[CH:15][C:14](Br)=[CH:13][CH:12]=1)=[O:10])([CH3:4])([CH3:3])[CH3:2].[CH3:19][O:20][C:21](=[O:54])[NH:22][CH:23]([C:27]([N:29]1[CH2:33][CH2:32][CH2:31][CH:30]1[C:34]1[NH:35][C:36]([C:39]2[CH:44]=[CH:43][C:42](B3OC(C)(C)C(C)(C)O3)=[CH:41][CH:40]=2)=[CH:37][N:38]=1)=[O:28])[CH:24]([CH3:26])[CH3:25].C(=O)([O-])[O-].[K+].[K+].COCCOC, predict the reaction product. The product is: [CH3:19][O:20][C:21](=[O:54])[NH:22][CH:23]([C:27]([N:29]1[CH2:33][CH2:32][CH2:31][CH:30]1[C:34]1[NH:35][C:36]([C:39]2[CH:40]=[CH:41][C:42]([C:14]3[CH:15]=[CH:16][C:11]([C:9](=[O:10])[CH2:8][NH:7][C:6]([O:5][C:1]([CH3:4])([CH3:3])[CH3:2])=[O:18])=[CH:12][CH:13]=3)=[CH:43][CH:44]=2)=[CH:37][N:38]=1)=[O:28])[CH:24]([CH3:26])[CH3:25].